Dataset: Full USPTO retrosynthesis dataset with 1.9M reactions from patents (1976-2016). Task: Predict the reactants needed to synthesize the given product. (1) Given the product [O:1]=[C:2]1[C@H:7]2[CH2:8][C@H:4]([CH2:5][N:6]2[C:9]2[CH:16]=[CH:15][C:12]([C:13]#[N:14])=[CH:11][CH:10]=2)[CH2:3]1, predict the reactants needed to synthesize it. The reactants are: [OH:1][CH:2]1[C@@H:7]2[CH2:8][C@@H:4]([CH2:5][N:6]2[C:9]2[CH:16]=[CH:15][C:12]([C:13]#[N:14])=[CH:11][CH:10]=2)[CH2:3]1.CCN(CC)CC.S(=O)(=O)=O.N1C=CC=CC=1.CS(C)=O. (2) The reactants are: FC1C=C([N:8]2[CH:12]=[N:11][C:10]([C:13]([OH:15])=O)=[N:9]2)C=CC=1.CN(C(ON1N=N[C:26]2[CH:27]=[CH:28][CH:29]=[CH:30][C:25]1=2)=[N+](C)C)C.[B-](F)(F)(F)[F:34].CCN(C(C)C)C(C)C.BrC1C=C(C(N2CCNCC2CC)=O)OC=1Br. Given the product [F:34][C:25]1[CH:30]=[CH:29][CH:28]=[CH:27][C:26]=1[C:10]1([CH:13]=[O:15])[N:11]=[CH:12][NH:8][NH:9]1, predict the reactants needed to synthesize it. (3) The reactants are: [C:1]([O:5][C:6](=[O:48])[C@@H:7]([N:11]1[C:20]2[C:15](=[CH:16][C:17]([C:21]3[CH:22]=[N:23][C:24]([NH:36][C:37]([NH:39][CH2:40][CH3:41])=[O:38])=[CH:25][C:26]=3[C:27]3[S:28][CH:29]=[C:30]([C:32]([F:35])([F:34])[F:33])[N:31]=3)=[CH:18][CH:19]=2)[C:14](=[O:42])[C:13]([C:43]([O:45]CC)=O)=[CH:12]1)[CH:8]([CH3:10])[CH3:9])([CH3:4])([CH3:3])[CH3:2].[CH3:49][NH2:50].C(O)C. Given the product [CH2:40]([NH:39][C:37](=[O:38])[NH:36][C:24]1[N:23]=[CH:22][C:21]([C:17]2[CH:16]=[C:15]3[C:20](=[CH:19][CH:18]=2)[N:11]([C@@H:7]([CH:8]([CH3:9])[CH3:10])[C:6]([O:5][C:1]([CH3:3])([CH3:2])[CH3:4])=[O:48])[CH:12]=[C:13]([C:43](=[O:45])[NH:50][CH3:49])[C:14]3=[O:42])=[C:26]([C:27]2[S:28][CH:29]=[C:30]([C:32]([F:35])([F:34])[F:33])[N:31]=2)[CH:25]=1)[CH3:41], predict the reactants needed to synthesize it. (4) The reactants are: Cl[C:2]1[O:3][C:4]([CH2:14][CH2:15][C:16]([OH:18])=[O:17])=[C:5]([C:7]2[CH:12]=[CH:11][C:10]([Cl:13])=[CH:9][CH:8]=2)[N:6]=1.Cl.[SH:20][C:21]1[N:26]=[C:25]([CH3:27])[CH:24]=[CH:23][N:22]=1.C(=O)([O-])[O-].[K+].[K+].Cl. Given the product [Cl:13][C:10]1[CH:11]=[CH:12][C:7]([C:5]2[N:6]=[C:2]([S:20][C:21]3[N:26]=[C:25]([CH3:27])[CH:24]=[CH:23][N:22]=3)[O:3][C:4]=2[CH2:14][CH2:15][C:16]([OH:18])=[O:17])=[CH:8][CH:9]=1, predict the reactants needed to synthesize it. (5) Given the product [CH:8]1([CH2:9][NH:10][C:29]([C:26]2[N:27]=[N:28][C:23]([NH:22][C:20]([N:12]3[CH2:11][C:19]4[CH:18]=[CH:17][N:16]=[CH:15][C:14]=4[CH2:13]3)=[O:21])=[CH:24][CH:25]=2)=[O:30])[CH2:5][CH2:6][CH2:1][CH2:7]1, predict the reactants needed to synthesize it. The reactants are: [C:1]1([CH2:7][CH2:8][CH2:9][NH2:10])[CH:6]=[CH:5]C=CC=1.[CH2:11]1[C:19]2[CH:18]=[CH:17][N:16]=[CH:15][C:14]=2[CH2:13][N:12]1[C:20]([NH:22][C:23]1[N:28]=[N:27][C:26]([C:29](O)=[O:30])=[CH:25][CH:24]=1)=[O:21].C1C2C(=CC=CC=2)CN1C(NC1C=CC(C(O)=O)=CC=1)=O. (6) Given the product [CH2:37]([O:36][C:34](=[O:35])[CH2:33][C:30]1([CH2:29][CH2:28][C:12]([CH2:11][C:10]2[CH:9]=[CH:8][C:7]([C:5]([O:4][CH3:3])=[O:6])=[CH:26][CH:25]=2)([C:19]([O:21][CH2:22][CH:23]=[CH2:24])=[O:20])[C:13]([O:15][CH2:16][CH:17]=[CH2:18])=[O:14])[CH2:31][CH2:32]1)[CH3:38], predict the reactants needed to synthesize it. The reactants are: [H-].[Na+].[CH3:3][O:4][C:5]([C:7]1[CH:26]=[CH:25][C:10]([CH2:11][CH:12]([C:19]([O:21][CH2:22][CH:23]=[CH2:24])=[O:20])[C:13]([O:15][CH2:16][CH:17]=[CH2:18])=[O:14])=[CH:9][CH:8]=1)=[O:6].Br[CH2:28][CH2:29][C:30]1([CH2:33][C:34]([O:36][CH2:37][CH3:38])=[O:35])[CH2:32][CH2:31]1.O.